Task: Regression. Given a peptide amino acid sequence and an MHC pseudo amino acid sequence, predict their binding affinity value. This is MHC class II binding data.. Dataset: Peptide-MHC class II binding affinity with 134,281 pairs from IEDB (1) The peptide sequence is LTWIGLNSKNTSMSF. The MHC is DRB3_0101 with pseudo-sequence DRB3_0101. The binding affinity (normalized) is 0.397. (2) The peptide sequence is PWQSGSGGVWREMHH. The MHC is DRB1_0701 with pseudo-sequence DRB1_0701. The binding affinity (normalized) is 0.324. (3) The peptide sequence is RVPEDLLAMVVAVEQ. The MHC is DRB1_1201 with pseudo-sequence DRB1_1201. The binding affinity (normalized) is 0.488. (4) The peptide sequence is KNPVVDGNPTVDIEE. The MHC is HLA-DQA10201-DQB10301 with pseudo-sequence HLA-DQA10201-DQB10301. The binding affinity (normalized) is 0.295. (5) The peptide sequence is ESWGAVWRIDTPDKL. The MHC is DRB3_0202 with pseudo-sequence DRB3_0202. The binding affinity (normalized) is 0.275.